From a dataset of Full USPTO retrosynthesis dataset with 1.9M reactions from patents (1976-2016). Predict the reactants needed to synthesize the given product. (1) Given the product [CH:12]1([C:9]2[CH:10]=[N:11][C:2]([NH:28][C:24]3[CH:23]=[C:22]4[C:27](=[CH:26][CH:25]=3)[N:19]([CH2:15][CH:16]([CH3:18])[CH3:17])[N:20]=[CH:21]4)=[C:3]([CH:8]=2)[C:4]([O:6][CH3:7])=[O:5])[CH2:14][CH2:13]1, predict the reactants needed to synthesize it. The reactants are: Cl[C:2]1[N:11]=[CH:10][C:9]([CH:12]2[CH2:14][CH2:13]2)=[CH:8][C:3]=1[C:4]([O:6][CH3:7])=[O:5].[CH2:15]([N:19]1[C:27]2[C:22](=[CH:23][C:24]([NH2:28])=[CH:25][CH:26]=2)[CH:21]=[N:20]1)[CH:16]([CH3:18])[CH3:17].C(=O)([O-])[O-].[Cs+].[Cs+].C(OCCCC)(=O)C. (2) Given the product [C:1]1([S:7][CH2:28][C@H:22]2[CH:23]3[CH2:26][CH2:27][N:20]([CH2:25][CH2:24]3)[CH2:21]2)[CH:6]=[CH:5][CH:4]=[CH:3][CH:2]=1, predict the reactants needed to synthesize it. The reactants are: [C:1]1([SH:7])[CH:6]=[CH:5][CH:4]=[CH:3][CH:2]=1.[H-].[Na+].C([C@@H]([C@H](C(O)=O)O)O)(O)=O.[N:20]12[CH2:27][CH2:26][CH:23]([CH2:24][CH2:25]1)[C@H:22]([CH2:28]OS(C)(=O)=O)[CH2:21]2.